From a dataset of Reaction yield outcomes from USPTO patents with 853,638 reactions. Predict the reaction yield, written as a fraction of the theoretical maximum amount of product (1.0 means a 100% yield; for example, 0.34 means a 34% yield). (1) The reactants are Br[C:2]1[CH:3]=[C:4]([C:14]([O:16]C)=[O:15])[C:5]2[CH:6]=[N:7][N:8]([CH:11]([CH3:13])[CH3:12])[C:9]=2[CH:10]=1.CC(C)([O-])C.[Na+].[NH:24]1[CH2:29][CH2:28][O:27][CH2:26][CH2:25]1. The catalyst is [Pd].CC(C1C=C(C(C)C)C(C2C(P(C3CCCCC3)C3CCCCC3)=CC=CC=2)=C(C(C)C)C=1)C.C1C=[C-]C(CCN)=CC=1.Cl[Pd+].O1CCOCC1. The product is [CH:11]([N:8]1[C:9]2[CH:10]=[C:2]([N:24]3[CH2:29][CH2:28][O:27][CH2:26][CH2:25]3)[CH:3]=[C:4]([C:14]([OH:16])=[O:15])[C:5]=2[CH:6]=[N:7]1)([CH3:12])[CH3:13]. The yield is 0.460. (2) The yield is 0.560. The catalyst is C1COCC1. The reactants are [NH2:1][C:2]1[CH:24]=[CH:23][C:5]([O:6][C:7]2[S:8][C:9]([C:20]([NH2:22])=[O:21])=[C:10]3[C:18]=2[C:17]2[N:16]([CH3:19])[N:15]=[CH:14][C:13]=2[CH2:12][CH2:11]3)=[CH:4][CH:3]=1.[CH3:25][N:26]=[C:27]=[S:28]. The product is [CH3:19][N:16]1[C:17]2[C:18]3=[C:7]([O:6][C:5]4[CH:4]=[CH:3][C:2]([NH:1][C:27]([NH:26][CH3:25])=[S:28])=[CH:24][CH:23]=4)[S:8][C:9]([C:20]([NH2:22])=[O:21])=[C:10]3[CH2:11][CH2:12][C:13]=2[CH:14]=[N:15]1. (3) The reactants are [Cl-].[NH4+].[F:3][C:4]1[C:9]([F:10])=[CH:8][C:7]([O:11][CH3:12])=[C:6]([N+:13]([O-])=O)[C:5]=1[NH:16][C:17]1[CH:22]=[CH:21][C:20]([I:23])=[CH:19][C:18]=1[F:24]. The catalyst is C(O)C.[Fe]. The yield is 0.903. The product is [F:10][C:9]1[C:4]([F:3])=[C:5]([NH:16][C:17]2[CH:22]=[CH:21][C:20]([I:23])=[CH:19][C:18]=2[F:24])[C:6]([NH2:13])=[C:7]([O:11][CH3:12])[CH:8]=1.